Dataset: Full USPTO retrosynthesis dataset with 1.9M reactions from patents (1976-2016). Task: Predict the reactants needed to synthesize the given product. Given the product [Cl:29][C:30]1[N:31]=[CH:32][C:33]([NH:36][C:37]([N:9]2[CH2:10][CH:11]([CH2:23][C:24]([CH3:25])([CH3:27])[CH3:26])[C:12]([C:15]3[CH:20]=[CH:19][C:18]([Cl:21])=[CH:17][C:16]=3[F:22])([C:13]#[N:14])[CH:8]2[C:4]2[CH:5]=[CH:6][CH:7]=[C:2]([Cl:1])[C:3]=2[F:28])=[O:38])=[CH:34][CH:35]=1, predict the reactants needed to synthesize it. The reactants are: [Cl:1][C:2]1[C:3]([F:28])=[C:4]([CH:8]2[C:12]([C:15]3[CH:20]=[CH:19][C:18]([Cl:21])=[CH:17][C:16]=3[F:22])([C:13]#[N:14])[CH:11]([CH2:23][C:24]([CH3:27])([CH3:26])[CH3:25])[CH2:10][NH:9]2)[CH:5]=[CH:6][CH:7]=1.[Cl:29][C:30]1[CH:35]=[CH:34][C:33]([N:36]=[C:37]=[O:38])=[CH:32][N:31]=1.